Dataset: NCI-60 drug combinations with 297,098 pairs across 59 cell lines. Task: Regression. Given two drug SMILES strings and cell line genomic features, predict the synergy score measuring deviation from expected non-interaction effect. (1) Drug 1: CS(=O)(=O)C1=CC(=C(C=C1)C(=O)NC2=CC(=C(C=C2)Cl)C3=CC=CC=N3)Cl. Drug 2: C1=NC2=C(N=C(N=C2N1C3C(C(C(O3)CO)O)F)Cl)N. Cell line: NCI-H226. Synergy scores: CSS=4.94, Synergy_ZIP=-4.61, Synergy_Bliss=1.99, Synergy_Loewe=-0.518, Synergy_HSA=2.35. (2) Drug 1: CC1=CC=C(C=C1)C2=CC(=NN2C3=CC=C(C=C3)S(=O)(=O)N)C(F)(F)F. Drug 2: CCC(=C(C1=CC=CC=C1)C2=CC=C(C=C2)OCCN(C)C)C3=CC=CC=C3.C(C(=O)O)C(CC(=O)O)(C(=O)O)O. Cell line: HT29. Synergy scores: CSS=7.10, Synergy_ZIP=1.71, Synergy_Bliss=10.1, Synergy_Loewe=3.85, Synergy_HSA=4.22. (3) Drug 1: CC1=C(C(CCC1)(C)C)C=CC(=CC=CC(=CC(=O)O)C)C. Drug 2: CC(C)NC(=O)C1=CC=C(C=C1)CNNC.Cl. Cell line: ACHN. Synergy scores: CSS=6.60, Synergy_ZIP=-1.07, Synergy_Bliss=2.58, Synergy_Loewe=0.209, Synergy_HSA=0.761. (4) Drug 1: C(=O)(N)NO. Drug 2: CN(CC1=CN=C2C(=N1)C(=NC(=N2)N)N)C3=CC=C(C=C3)C(=O)NC(CCC(=O)O)C(=O)O. Cell line: SF-268. Synergy scores: CSS=23.5, Synergy_ZIP=-7.63, Synergy_Bliss=2.68, Synergy_Loewe=-28.4, Synergy_HSA=2.40. (5) Drug 1: CN1CCC(CC1)COC2=C(C=C3C(=C2)N=CN=C3NC4=C(C=C(C=C4)Br)F)OC. Drug 2: CN1C(=O)N2C=NC(=C2N=N1)C(=O)N. Cell line: CAKI-1. Synergy scores: CSS=20.3, Synergy_ZIP=-8.99, Synergy_Bliss=-11.6, Synergy_Loewe=-60.1, Synergy_HSA=-12.6. (6) Drug 1: CC1=C(N=C(N=C1N)C(CC(=O)N)NCC(C(=O)N)N)C(=O)NC(C(C2=CN=CN2)OC3C(C(C(C(O3)CO)O)O)OC4C(C(C(C(O4)CO)O)OC(=O)N)O)C(=O)NC(C)C(C(C)C(=O)NC(C(C)O)C(=O)NCCC5=NC(=CS5)C6=NC(=CS6)C(=O)NCCC[S+](C)C)O. Drug 2: C(CC(=O)O)C(=O)CN.Cl. Cell line: HOP-62. Synergy scores: CSS=61.2, Synergy_ZIP=-1.91, Synergy_Bliss=-0.834, Synergy_Loewe=-26.0, Synergy_HSA=2.66.